Dataset: Peptide-MHC class I binding affinity with 185,985 pairs from IEDB/IMGT. Task: Regression. Given a peptide amino acid sequence and an MHC pseudo amino acid sequence, predict their binding affinity value. This is MHC class I binding data. (1) The peptide sequence is LSDDAVVCY. The MHC is HLA-A31:01 with pseudo-sequence HLA-A31:01. The binding affinity (normalized) is 0.0847. (2) The peptide sequence is WIKNLETYTR. The MHC is HLA-A68:01 with pseudo-sequence HLA-A68:01. The binding affinity (normalized) is 0.664. (3) The peptide sequence is GILTSTSPV. The MHC is HLA-A02:01 with pseudo-sequence HLA-A02:01. The binding affinity (normalized) is 0.936. (4) The peptide sequence is KTIARFTYF. The MHC is HLA-B15:01 with pseudo-sequence HLA-B15:01. The binding affinity (normalized) is 1.00. (5) The peptide sequence is RTSKASLER. The MHC is HLA-B35:01 with pseudo-sequence HLA-B35:01. The binding affinity (normalized) is 0. (6) The peptide sequence is FQAGWEDPT. The MHC is HLA-A29:02 with pseudo-sequence HLA-A29:02. The binding affinity (normalized) is 0.0847. (7) The peptide sequence is HCIRNKSV. The MHC is H-2-Kb with pseudo-sequence H-2-Kb. The binding affinity (normalized) is 0.0735.